Task: Regression. Given two drug SMILES strings and cell line genomic features, predict the synergy score measuring deviation from expected non-interaction effect.. Dataset: NCI-60 drug combinations with 297,098 pairs across 59 cell lines (1) Cell line: IGROV1. Synergy scores: CSS=34.1, Synergy_ZIP=-5.86, Synergy_Bliss=11.9, Synergy_Loewe=-34.9, Synergy_HSA=11.2. Drug 2: C(CN)CNCCSP(=O)(O)O. Drug 1: CC1=C(N=C(N=C1N)C(CC(=O)N)NCC(C(=O)N)N)C(=O)NC(C(C2=CN=CN2)OC3C(C(C(C(O3)CO)O)O)OC4C(C(C(C(O4)CO)O)OC(=O)N)O)C(=O)NC(C)C(C(C)C(=O)NC(C(C)O)C(=O)NCCC5=NC(=CS5)C6=NC(=CS6)C(=O)NCCC[S+](C)C)O. (2) Drug 1: CC12CCC3C(C1CCC2=O)CC(=C)C4=CC(=O)C=CC34C. Drug 2: C1CCC(CC1)NC(=O)N(CCCl)N=O. Cell line: KM12. Synergy scores: CSS=58.7, Synergy_ZIP=-0.248, Synergy_Bliss=3.09, Synergy_Loewe=4.21, Synergy_HSA=4.84. (3) Drug 1: CN1C2=C(C=C(C=C2)N(CCCl)CCCl)N=C1CCCC(=O)O.Cl. Drug 2: CC1=C(C=C(C=C1)C(=O)NC2=CC(=CC(=C2)C(F)(F)F)N3C=C(N=C3)C)NC4=NC=CC(=N4)C5=CN=CC=C5. Cell line: SK-OV-3. Synergy scores: CSS=-2.13, Synergy_ZIP=-1.68, Synergy_Bliss=-5.70, Synergy_Loewe=-6.29, Synergy_HSA=-6.01. (4) Drug 1: COC1=NC(=NC2=C1N=CN2C3C(C(C(O3)CO)O)O)N. Drug 2: C1C(C(OC1N2C=NC3=C2NC=NCC3O)CO)O. Cell line: EKVX. Synergy scores: CSS=-5.45, Synergy_ZIP=3.95, Synergy_Bliss=2.69, Synergy_Loewe=0.379, Synergy_HSA=-2.82.